This data is from HIV replication inhibition screening data with 41,000+ compounds from the AIDS Antiviral Screen. The task is: Binary Classification. Given a drug SMILES string, predict its activity (active/inactive) in a high-throughput screening assay against a specified biological target. (1) The molecule is O=C1C2CCCC3CCCC(C(=O)N1O)C32. The result is 0 (inactive). (2) The molecule is CCCCCOB(OCCCCC)OCCCCC. The result is 0 (inactive). (3) The molecule is Clc1nc(Cl)nc(Nc2cccc3ccccc23)n1. The result is 0 (inactive). (4) The molecule is CCC(Oc1ccc(OC)c2ccccc(=O)c12)C(=O)O. The result is 0 (inactive). (5) The molecule is CCCC[Ge](CCCC)(CCCC)OC(=O)CCl. The result is 0 (inactive). (6) The drug is O=C(c1c2c(cc3c1CC1(Cc4cc5c(cc4C1)CCCC5)C3)CCCC2)C(Br)Br. The result is 0 (inactive). (7) The result is 0 (inactive). The compound is Cc1ccc(NN=CC2=CC(C)(C)C(C#N)(C#N)C(O)=C2C#N)cc1.